Dataset: Catalyst prediction with 721,799 reactions and 888 catalyst types from USPTO. Task: Predict which catalyst facilitates the given reaction. Reactant: [O:1]=[C:2]1[CH2:7][CH2:6][CH:5]([C:8]([O:10][CH2:11][CH3:12])=[O:9])[CH2:4][CH2:3]1.[Li+].C[Si]([N-][Si](C)(C)C)(C)C.C1(N([S:30]([C:33]([F:36])([F:35])[F:34])(=[O:32])=[O:31])[S:30]([C:33]([F:36])([F:35])[F:34])(=[O:32])=[O:31])C=CC=CC=1. Product: [F:34][C:33]([F:36])([F:35])[S:30]([O:1][C:2]1[CH2:7][CH2:6][CH:5]([C:8]([O:10][CH2:11][CH3:12])=[O:9])[CH2:4][CH:3]=1)(=[O:32])=[O:31]. The catalyst class is: 1.